From a dataset of Reaction yield outcomes from USPTO patents with 853,638 reactions. Predict the reaction yield, written as a fraction of the theoretical maximum amount of product (1.0 means a 100% yield; for example, 0.34 means a 34% yield). (1) The reactants are [OH:1][C:2]1[CH:11]=[C:10]2[C:5]([C:6](=[O:18])[CH:7]=[C:8]([C:12]3[CH:17]=[CH:16][CH:15]=[CH:14][CH:13]=3)[O:9]2)=[CH:4][CH:3]=1.[CH2:19]([N:26]([CH2:30][C:31]#[CH:32])[CH2:27][CH2:28]O)[C:20]1[CH:25]=[CH:24][CH:23]=[CH:22][CH:21]=1.C1C=CC(P(C2C=CC=CC=2)C2C=CC=CC=2)=CC=1.CC(OC(/N=N/C(OC(C)C)=O)=O)C. The catalyst is C1COCC1. The product is [CH2:19]([N:26]([CH2:30][C:31]#[CH:32])[CH2:27][CH2:28][O:1][C:2]1[CH:11]=[C:10]2[C:5]([C:6](=[O:18])[CH:7]=[C:8]([C:12]3[CH:17]=[CH:16][CH:15]=[CH:14][CH:13]=3)[O:9]2)=[CH:4][CH:3]=1)[C:20]1[CH:25]=[CH:24][CH:23]=[CH:22][CH:21]=1. The yield is 0.350. (2) The reactants are [OH:1][N:2]=[C:3]([C:5]1[CH:22]=[CH:21][C:8]([CH2:9][N:10]2[CH2:13][CH:12]([C:14]([O:16][C:17]([CH3:20])([CH3:19])[CH3:18])=[O:15])[CH2:11]2)=[CH:7][C:6]=1[C:23]([F:26])([F:25])[F:24])[NH2:4].C1N(P(Cl)(N2C(=O)[O:38][CH2:37][CH2:36]2)=O)C(=O)OC1.C([N:44]([CH2:47][CH3:48])CC)C. The catalyst is CN(C)C=O.ClCCl. The product is [C:5]1([C:47]2[C:48]([C:23]([F:26])([F:25])[F:24])=[C:37]([C:36]3[O:1][N:2]=[C:3]([C:5]4[CH:22]=[CH:21][C:8]([CH2:9][N:10]5[CH2:11][CH:12]([C:14]([O:16][C:17]([CH3:18])([CH3:19])[CH3:20])=[O:15])[CH2:13]5)=[CH:7][C:6]=4[C:23]([F:24])([F:25])[F:26])[N:4]=3)[O:38][N:44]=2)[CH:22]=[CH:21][CH:8]=[CH:7][CH:6]=1. The yield is 0.160. (3) The reactants are [F:1][C:2]1[CH:3]=[CH:4][C:5]([N+:11]([O-:13])=[O:12])=[C:6]([CH:10]=1)[C:7]([OH:9])=O.[NH2:14][C:15]1[CH:20]=[CH:19][C:18]([Br:21])=[CH:17][N:16]=1.P(Cl)(Cl)(Cl)=O. The catalyst is N1C=CC=CC=1. The product is [Br:21][C:18]1[CH:19]=[CH:20][C:15]([NH:14][C:7]([C:6]2[CH:10]=[C:2]([F:1])[CH:3]=[CH:4][C:5]=2[N+:11]([O-:13])=[O:12])=[O:9])=[N:16][CH:17]=1. The yield is 0.680. (4) The reactants are [CH:1]1([N:4]2[C:8]([C:9]([F:12])([F:11])[F:10])=[C:7](CC#N)[CH:6]=[N:5]2)[CH2:3][CH2:2]1.[OH-:16].[Na+].[CH3:18][CH2:19][OH:20]. No catalyst specified. The product is [CH:1]1([N:4]2[C:8]([C:9]([F:12])([F:11])[F:10])=[C:7]([CH2:18][C:19]([OH:16])=[O:20])[CH:6]=[N:5]2)[CH2:3][CH2:2]1. The yield is 0.850. (5) The reactants are Br[C:2]1[N:7]=[CH:6][C:5]([CH2:8][N:9]([CH3:11])[CH3:10])=[CH:4][CH:3]=1.C([Li])CCC.[CH2:17]1[O:27][C:20]2([CH2:25][CH2:24][C:23](=[O:26])[CH2:22][CH2:21]2)[O:19][CH2:18]1. The catalyst is C1COCC1.CCOCC. The product is [CH3:10][N:9]([CH2:8][C:5]1[CH:4]=[CH:3][C:2]([C:23]2([OH:26])[CH2:24][CH2:25][C:20]3([O:27][CH2:17][CH2:18][O:19]3)[CH2:21][CH2:22]2)=[N:7][CH:6]=1)[CH3:11]. The yield is 0.540.